This data is from Full USPTO retrosynthesis dataset with 1.9M reactions from patents (1976-2016). The task is: Predict the reactants needed to synthesize the given product. (1) Given the product [CH3:8][C:6]1[CH:5]=[C:4]([C:9]2[CH:10]=[N:11][N:12]3[C:17]([C:18]4[CH:23]=[CH:22][CH:21]=[C:20]([C:24]5[N:25]=[N:26][N:27]([CH2:30][C:31]6[CH:36]=[CH:35][CH:34]=[CH:33][N:32]=6)[N:28]=5)[CH:19]=4)=[CH:16][CH:15]=[N:14][C:13]=23)[CH:3]=[C:2]([CH3:1])[CH:7]=1, predict the reactants needed to synthesize it. The reactants are: [CH3:1][C:2]1[CH:3]=[C:4]([C:9]2[CH:10]=[N:11][N:12]3[C:17]([C:18]4[CH:23]=[CH:22][CH:21]=[C:20]([C:24]5[NH:28][N:27]=[N:26][N:25]=5)[CH:19]=4)=[CH:16][CH:15]=[N:14][C:13]=23)[CH:5]=[C:6]([CH3:8])[CH:7]=1.Br[CH2:30][C:31]1[CH:36]=[CH:35][CH:34]=[CH:33][N:32]=1. (2) Given the product [CH3:11][C:4]1[CH:5]=[C:6]2[CH:10]=[N:9][NH:8][C:7]2=[C:2]([CH3:12])[N:3]=1, predict the reactants needed to synthesize it. The reactants are: Br[C:2]1[N:3]=[C:4]([CH3:11])[CH:5]=[C:6]2[CH:10]=[N:9][NH:8][C:7]=12.[CH3:12][Al](C)C.[NH4+].[Cl-].